From a dataset of Full USPTO retrosynthesis dataset with 1.9M reactions from patents (1976-2016). Predict the reactants needed to synthesize the given product. (1) Given the product [CH:15]1([CH2:18][CH2:19][O:1][C:2]2[CH:14]=[CH:13][C:5]([O:6][C@@H:7]3[CH2:11][CH2:10][NH:9][C:8]3=[O:12])=[CH:4][CH:3]=2)[CH2:17][CH2:16]1, predict the reactants needed to synthesize it. The reactants are: [OH:1][C:2]1[CH:14]=[CH:13][C:5]([O:6][C@@H:7]2[CH2:11][CH2:10][NH:9][C:8]2=[O:12])=[CH:4][CH:3]=1.[CH:15]1([CH2:18][CH2:19]O)[CH2:17][CH2:16]1. (2) Given the product [C:1]([O:5][C:6](=[O:43])[N:7]([C@H:9]([C:11](=[O:42])[NH:12][C@@H:13]1[C:19](=[O:20])[N:18]([CH2:21][C:22]2[C:31]3[C:26](=[CH:27][C:28]([C:32]4[NH:35][C:49]([C:48]([F:59])([F:58])[F:47])=[N:34][N:33]=4)=[CH:29][CH:30]=3)[CH:25]=[CH:24][C:23]=2[O:36][CH3:37])[C:17]2[CH:38]=[CH:39][CH:40]=[CH:41][C:16]=2[CH2:15][CH2:14]1)[CH3:10])[CH3:8])([CH3:2])([CH3:3])[CH3:4], predict the reactants needed to synthesize it. The reactants are: [C:1]([O:5][C:6](=[O:43])[N:7]([C@H:9]([C:11](=[O:42])[NH:12][C@@H:13]1[C:19](=[O:20])[N:18]([CH2:21][C:22]2[C:31]3[C:26](=[CH:27][C:28]([C:32](=[NH:35])[NH:33][NH2:34])=[CH:29][CH:30]=3)[CH:25]=[CH:24][C:23]=2[O:36][CH3:37])[C:17]2[CH:38]=[CH:39][CH:40]=[CH:41][C:16]=2[CH2:15][CH2:14]1)[CH3:10])[CH3:8])([CH3:4])([CH3:3])[CH3:2].C(Cl)Cl.[F:47][C:48]([F:59])([F:58])[C:49](O[C:49](=O)[C:48]([F:59])([F:58])[F:47])=O.